From a dataset of Catalyst prediction with 721,799 reactions and 888 catalyst types from USPTO. Predict which catalyst facilitates the given reaction. (1) Reactant: [CH3:1][O:2][C:3]([C:5]1[CH:14]=[C:13]([C:15]([O:17][CH3:18])=[O:16])[C:12]2[C:7](=[C:8]([O:27]C)[CH:9]=[C:10]3[CH:21]=[C:20]([C:22]([O:24][CH2:25][CH3:26])=[O:23])[NH:19][C:11]3=2)[N:6]=1)=[O:4].C(#N)C.[N+]([O-])([O-])=[O:33].[NH4+]. Product: [CH3:1][O:2][C:3]([C:5]1[CH:14]=[C:13]([C:15]([O:17][CH3:18])=[O:16])[C:12]2[C:11]3[NH:19][C:20]([C:22]([O:24][CH2:25][CH3:26])=[O:23])=[CH:21][C:10]=3[C:9](=[O:33])[C:8](=[O:27])[C:7]=2[N:6]=1)=[O:4]. The catalyst class is: 6. (2) Reactant: C(OC(=O)[NH:7][CH2:8][C:9]1[CH:14]=[C:13]([C:15](=[O:19])[N:16]([CH3:18])[CH3:17])[CH:12]=[C:11]([Cl:20])[C:10]=1[F:21])(C)(C)C.C(O)(C(F)(F)F)=O. Product: [NH2:7][CH2:8][C:9]1[CH:14]=[C:13]([CH:12]=[C:11]([Cl:20])[C:10]=1[F:21])[C:15]([N:16]([CH3:17])[CH3:18])=[O:19]. The catalyst class is: 2. (3) Reactant: [CH3:1][C:2]1[CH:3]=[C:4]([C:8]([C:10]2[S:11][C:12]([CH3:16])=[C:13]([CH3:15])[N:14]=2)=O)[O:5][C:6]=1[CH3:7].[NH3:17]. Product: [CH3:1][C:2]1[CH:3]=[C:4]([OH:5])[C:8]([C:10]2[S:11][C:12]([CH3:16])=[C:13]([CH3:15])[N:14]=2)=[N:17][C:6]=1[CH3:7]. The catalyst class is: 5.